The task is: Predict the reactants needed to synthesize the given product.. This data is from Full USPTO retrosynthesis dataset with 1.9M reactions from patents (1976-2016). (1) Given the product [OH:1][C@H:2]1[CH2:6][CH2:5][N:4]([C:7]2[CH:12]=[CH:11][C:10]([S:13]([N:16]([S:31]([C:28]3[CH:27]=[CH:26][C:25]([O:24][CH3:23])=[CH:30][CH:29]=3)(=[O:33])=[O:32])[C:17]3[S:18][CH:19]=[CH:20][N:21]=3)(=[O:14])=[O:15])=[CH:9][CH:8]=2)[C:3]1=[O:22], predict the reactants needed to synthesize it. The reactants are: [OH:1][C@H:2]1[CH2:6][CH2:5][N:4]([C:7]2[CH:12]=[CH:11][C:10]([S:13]([NH:16][C:17]3[S:18][CH:19]=[CH:20][N:21]=3)(=[O:15])=[O:14])=[CH:9][CH:8]=2)[C:3]1=[O:22].[CH3:23][O:24][C:25]1[CH:30]=[CH:29][C:28]([S:31](Cl)(=[O:33])=[O:32])=[CH:27][CH:26]=1.CCN(C(C)C)C(C)C. (2) Given the product [ClH:6].[CH2:9]([NH:16][C:1](=[NH:5])[CH2:2][CH2:3][CH3:4])[C:10]1[CH:15]=[CH:14][CH:13]=[CH:12][CH:11]=1, predict the reactants needed to synthesize it. The reactants are: [C:1](#[N:5])[CH2:2][CH2:3][CH3:4].[ClH:6].N=O.[CH2:9]([NH2:16])[C:10]1[CH:15]=[CH:14][CH:13]=[CH:12][CH:11]=1. (3) The reactants are: [NH:1]1[CH:5]=[CH:4][N:3]=[N:2]1.[H-].[Na+].Cl[C:9]1[C:14]([I:15])=[CH:13][N:12]=[CH:11][N:10]=1.[NH4+].[Cl-]. Given the product [I:15][C:14]1[C:9]([N:2]2[N:3]=[CH:4][CH:5]=[N:1]2)=[N:10][CH:11]=[N:12][CH:13]=1, predict the reactants needed to synthesize it. (4) Given the product [Cl:1][C:2]1[CH:3]=[C:4]([CH:18]=[C:19]([O:28][CH:29]2[CH2:34][CH2:33][CH2:32][CH2:31][CH2:30]2)[C:20]=1[O:21][CH:22]1[CH2:27][CH2:26][CH2:25][CH2:24][CH2:23]1)[C:5]([NH:7][C:8]1[CH:9]=[CH:10][C:11]([C:12]([OH:14])=[O:13])=[CH:16][CH:17]=1)=[O:6], predict the reactants needed to synthesize it. The reactants are: [Cl:1][C:2]1[CH:3]=[C:4]([CH:18]=[C:19]([O:28][CH:29]2[CH2:34][CH2:33][CH2:32][CH2:31][CH2:30]2)[C:20]=1[O:21][CH:22]1[CH2:27][CH2:26][CH2:25][CH2:24][CH2:23]1)[C:5]([NH:7][C:8]1[CH:17]=[CH:16][C:11]([C:12]([O:14]C)=[O:13])=[CH:10][CH:9]=1)=[O:6]. (5) Given the product [F:23][C:24]([F:29])([F:28])[C:25]([OH:27])=[O:26].[NH2:12][CH2:11][C:10]([NH:9][C:6]1[CH:7]=[CH:8][C:3]([C:1]#[N:2])=[CH:4][C:5]=1[O:21][CH3:22])=[O:20], predict the reactants needed to synthesize it. The reactants are: [C:1]([C:3]1[CH:8]=[CH:7][C:6]([NH:9][C:10](=[O:20])[CH2:11][NH:12]C(=O)OC(C)(C)C)=[C:5]([O:21][CH3:22])[CH:4]=1)#[N:2].[F:23][C:24]([F:29])([F:28])[C:25]([OH:27])=[O:26]. (6) Given the product [C:8]([O:11][C@@H:12]([CH3:1])[CH2:13][O:15][CH3:16])(=[O:10])[CH3:9], predict the reactants needed to synthesize it. The reactants are: [C:1](OC(=O)C)(=O)C.[C:8]([O:11][CH2:12][C@H:13]([O:15][CH3:16])C)(=[O:10])[CH3:9].C(=O)([O-])[O-].[Na+].[Na+].C(=O)=O.